This data is from Reaction yield outcomes from USPTO patents with 853,638 reactions. The task is: Predict the reaction yield, written as a fraction of the theoretical maximum amount of product (1.0 means a 100% yield; for example, 0.34 means a 34% yield). (1) The reactants are [C:1]([N:20]1[CH:24]=[C:23]([CH:25]([OH:28])[CH2:26][CH3:27])[N:22]=[CH:21]1)([C:14]1[CH:19]=[CH:18][CH:17]=[CH:16][CH:15]=1)([C:8]1[CH:13]=[CH:12][CH:11]=[CH:10][CH:9]=1)[C:2]1[CH:7]=[CH:6][CH:5]=[CH:4][CH:3]=1. The catalyst is O1CCOCC1.O=[Mn]=O. The product is [C:1]([N:20]1[CH:24]=[C:23]([C:25](=[O:28])[CH2:26][CH3:27])[N:22]=[CH:21]1)([C:14]1[CH:15]=[CH:16][CH:17]=[CH:18][CH:19]=1)([C:8]1[CH:9]=[CH:10][CH:11]=[CH:12][CH:13]=1)[C:2]1[CH:7]=[CH:6][CH:5]=[CH:4][CH:3]=1. The yield is 0.800. (2) The catalyst is O1CCCC1.[Cl-].[NH4+]. The yield is 0.880. The reactants are Br[C:2]1[CH:3]=[C:4]2[C:9](=[CH:10][CH:11]=1)[N:8]=[CH:7][CH:6]=[C:5]2[O:12][CH2:13][CH3:14].C([Li])CCC.CN(C)[CH:22]=[O:23]. The product is [CH2:13]([O:12][C:5]1[C:4]2[C:9](=[CH:10][CH:11]=[C:2]([CH:22]=[O:23])[CH:3]=2)[N:8]=[CH:7][CH:6]=1)[CH3:14].